From a dataset of Peptide-MHC class I binding affinity with 185,985 pairs from IEDB/IMGT. Regression. Given a peptide amino acid sequence and an MHC pseudo amino acid sequence, predict their binding affinity value. This is MHC class I binding data. (1) The peptide sequence is TLYAVATTFI. The MHC is HLA-A02:17 with pseudo-sequence HLA-A02:17. The binding affinity (normalized) is 0.337. (2) The binding affinity (normalized) is 0.210. The MHC is HLA-A68:01 with pseudo-sequence HLA-A68:01. The peptide sequence is ASGQRCHFIK. (3) The peptide sequence is FPPGDDTV. The MHC is Mamu-A01 with pseudo-sequence Mamu-A01. The binding affinity (normalized) is 0. (4) The peptide sequence is LVTMGTGTFGR. The MHC is HLA-A29:02 with pseudo-sequence HLA-A29:02. The binding affinity (normalized) is 0.0847. (5) The MHC is HLA-B08:02 with pseudo-sequence HLA-B08:02. The binding affinity (normalized) is 0.0847. The peptide sequence is YVVSRRGDL. (6) The peptide sequence is RMMETWHPL. The MHC is HLA-B83:01 with pseudo-sequence HLA-B83:01. The binding affinity (normalized) is 0.230. (7) The peptide sequence is KFYGPFVDR. The MHC is HLA-A02:02 with pseudo-sequence HLA-A02:02. The binding affinity (normalized) is 0.0936.